This data is from Catalyst prediction with 721,799 reactions and 888 catalyst types from USPTO. The task is: Predict which catalyst facilitates the given reaction. (1) The catalyst class is: 18. Product: [CH2:1]([O:3][C:4]([C:6]1[C:10]([C:11]2[CH:12]=[CH:13][C:14]([N:17]([CH2:25][CH:37]=[CH2:38])[CH2:30][CH:31]=[CH2:32])=[CH:15][CH:16]=2)=[C:9]([Cl:18])[S:8][C:7]=1[NH:19][C:20](=[O:24])[CH2:21][C:22]#[N:23])=[O:5])[CH3:2]. Reactant: [CH2:1]([O:3][C:4]([C:6]1[C:10]([C:11]2[CH:16]=[CH:15][C:14]([NH2:17])=[CH:13][CH:12]=2)=[C:9]([Cl:18])[S:8][C:7]=1[NH:19][C:20](=[O:24])[CH2:21][C:22]#[N:23])=[O:5])[CH3:2].[C:25]([O-])(O)=O.[Na+].[CH2:30](Br)[CH:31]=[CH2:32].CCO[CH2:37][CH3:38]. (2) Reactant: [Si:1]([O:8][CH2:9][CH:10]1[CH2:19][C:18]2[C:13](=[CH:14][CH:15]=[CH:16][CH:17]=2)[N:12]([C:20]2[C:24]3[CH2:25][N:26]([C:29](=[O:31])[CH3:30])[CH2:27][CH2:28][C:23]=3[N:22]([C@H:32]3[CH2:36][CH2:35][O:34][CH2:33]3)[N:21]=2)[CH2:11]1)([C:4]([CH3:7])([CH3:6])[CH3:5])([CH3:3])[CH3:2].[Br:37]N1C(=O)CCC1=O. Product: [Br:37][C:16]1[CH:17]=[C:18]2[C:13](=[CH:14][CH:15]=1)[N:12]([C:20]1[C:24]3[CH2:25][N:26]([C:29](=[O:31])[CH3:30])[CH2:27][CH2:28][C:23]=3[N:22]([C@H:32]3[CH2:36][CH2:35][O:34][CH2:33]3)[N:21]=1)[CH2:11][CH:10]([CH2:9][O:8][Si:1]([C:4]([CH3:6])([CH3:7])[CH3:5])([CH3:2])[CH3:3])[CH2:19]2. The catalyst class is: 2. (3) Reactant: [Cl:1][C:2]1[CH:7]=[CH:6][CH:5]=[C:4]([F:8])[C:3]=1[CH:9]([OH:33])[CH2:10][C:11]1[CH:16]=[C:15]([C:17]2[N:21]([CH2:22][CH3:23])[N:20]=[C:19]([C:24]3[CH:29]=[N:28][CH:27]=[CH:26][N:25]=3)[N:18]=2)[CH:14]=[CH:13][C:12]=1[N+:30]([O-:32])=[O:31].CC(OI1(OC(C)=O)(OC(C)=O)OC(=O)C2C=CC=CC1=2)=O. Product: [Cl:1][C:2]1[CH:7]=[CH:6][CH:5]=[C:4]([F:8])[C:3]=1[C:9](=[O:33])[CH2:10][C:11]1[CH:16]=[C:15]([C:17]2[N:21]([CH2:22][CH3:23])[N:20]=[C:19]([C:24]3[CH:29]=[N:28][CH:27]=[CH:26][N:25]=3)[N:18]=2)[CH:14]=[CH:13][C:12]=1[N+:30]([O-:32])=[O:31]. The catalyst class is: 4. (4) Reactant: [Si:1]([O:8][C@@H:9]1[C@H:13]([CH3:14])[NH:12][C:11](=[O:15])[CH2:10]1)([C:4]([CH3:7])([CH3:6])[CH3:5])([CH3:3])[CH3:2].I[C:17]1[CH:24]=[CH:23][C:20]([C:21]#[N:22])=[C:19]([C:25]([F:28])([F:27])[F:26])[CH:18]=1.C(=O)([O-])[O-].[Cs+].[Cs+].C1(P(C2C=CC=CC=2)C2C3OC4C(=CC=CC=4P(C4C=CC=CC=4)C4C=CC=CC=4)C(C)(C)C=3C=CC=2)C=CC=CC=1. Product: [Si:1]([O:8][C@H:9]1[CH2:10][C:11](=[O:15])[N:12]([C:17]2[CH:24]=[CH:23][C:20]([C:21]#[N:22])=[C:19]([C:25]([F:26])([F:28])[F:27])[CH:18]=2)[C@H:13]1[CH3:14])([C:4]([CH3:7])([CH3:6])[CH3:5])([CH3:3])[CH3:2]. The catalyst class is: 110. (5) Reactant: [CH3:1][O:2][C:3](=[O:15])[C:4]1[CH:13]=[C:12]([OH:14])[CH:11]=[C:6]([C:7]([O:9][CH3:10])=[O:8])[CH:5]=1.C(O)(=O)C. Product: [CH3:10][O:9][C:7]([CH:6]1[CH2:11][CH:12]([OH:14])[CH2:13][CH:4]([C:3]([O:2][CH3:1])=[O:15])[CH2:5]1)=[O:8]. The catalyst class is: 847. (6) Reactant: [CH3:1][N:2]([CH2:13][C:14]1[N:15]=[C:16]2[CH:21]=[CH:20][CH:19]=[C:18]([N:22]3[CH2:27][CH2:26][N:25](C(OC(C)(C)C)=O)[CH2:24][CH2:23]3)[N:17]2[CH:35]=1)[CH:3]1[C:12]2[N:11]=[CH:10][CH:9]=[CH:8][C:7]=2[CH2:6][CH2:5][CH2:4]1.FC(F)(F)C(O)=O. Product: [CH3:1][N:2]([CH2:13][C:14]1[N:15]=[C:16]2[CH:21]=[CH:20][CH:19]=[C:18]([N:22]3[CH2:27][CH2:26][NH:25][CH2:24][CH2:23]3)[N:17]2[CH:35]=1)[CH:3]1[C:12]2[N:11]=[CH:10][CH:9]=[CH:8][C:7]=2[CH2:6][CH2:5][CH2:4]1. The catalyst class is: 4. (7) Reactant: [Cl:1][C:2]1[CH:7]=[CH:6][CH:5]=[CH:4][C:3]=1[OH:8].C(=O)([O-])[O-].[K+].[K+].Cl[C:16]1[N:23]=[C:22]([C:24]2[CH:29]=[CH:28][C:27]([Cl:30])=[CH:26][CH:25]=2)[CH:21]=[CH:20][C:17]=1[C:18]#[N:19]. Product: [Cl:1][C:2]1[CH:7]=[CH:6][CH:5]=[CH:4][C:3]=1[O:8][C:16]1[N:23]=[C:22]([C:24]2[CH:29]=[CH:28][C:27]([Cl:30])=[CH:26][CH:25]=2)[CH:21]=[CH:20][C:17]=1[C:18]#[N:19]. The catalyst class is: 3. (8) Reactant: [C:1]1([C:6]([CH2:8][C:9]#[N:10])=O)[S:5][CH:4]=[CH:3][CH:2]=1.Cl.[NH2:12][OH:13].C([O-])(=O)C.[Na+]. The catalyst class is: 61. Product: [S:5]1[CH:4]=[CH:3][CH:2]=[C:1]1[C:6]1[CH:8]=[C:9]([NH2:10])[O:13][N:12]=1. (9) Reactant: Br[CH2:2][C:3]1[C:8]([O:9][CH3:10])=[CH:7][N:6]=[C:5]([Cl:11])[N:4]=1.[C:12]([O-:15])(=[O:14])[CH3:13].[Na+]. Product: [C:12]([O:15][CH2:2][C:3]1[C:8]([O:9][CH3:10])=[CH:7][N:6]=[C:5]([Cl:11])[N:4]=1)(=[O:14])[CH3:13]. The catalyst class is: 23. (10) Reactant: [ClH:1].Cl.[CH3:3][O:4][CH2:5][C:6]1[CH:11]=[CH:10][C:9]([C:12]2[C:13]([N:18]3[CH2:23][CH2:22][NH:21][CH2:20][CH2:19]3)=[N:14][CH:15]=[CH:16][N:17]=2)=[CH:8][CH:7]=1.[OH-].[Na+].[CH3:26][N:27]([CH2:37][CH:38]=O)[S:28]([C:31]1[CH:32]=[N:33][N:34]([CH3:36])[CH:35]=1)(=[O:30])=[O:29].C(O[BH-](OC(=O)C)OC(=O)C)(=O)C.[Na+]. Product: [ClH:1].[CH3:3][O:4][CH2:5][C:6]1[CH:11]=[CH:10][C:9]([C:12]2[C:13]([N:18]3[CH2:23][CH2:22][N:21]([CH2:38][CH2:37][N:27]([CH3:26])[S:28]([C:31]4[CH:32]=[N:33][N:34]([CH3:36])[CH:35]=4)(=[O:30])=[O:29])[CH2:20][CH2:19]3)=[N:14][CH:15]=[CH:16][N:17]=2)=[CH:8][CH:7]=1. The catalyst class is: 26.